This data is from Forward reaction prediction with 1.9M reactions from USPTO patents (1976-2016). The task is: Predict the product of the given reaction. (1) Given the reactants [N+:1]([C:4]1[C:5]([OH:14])=[C:6]([O:12][CH3:13])[CH:7]=[C:8]([CH:11]=1)[CH:9]=[O:10])([O-:3])=[O:2].C(=O)([O-])[O-].[Cs+].[Cs+].Br[CH2:22][C:23]([O:25][CH2:26][CH3:27])=[O:24], predict the reaction product. The product is: [CH:9]([C:8]1[CH:11]=[C:4]([N+:1]([O-:3])=[O:2])[C:5]([O:14][CH2:22][C:23]([O:25][CH2:26][CH3:27])=[O:24])=[C:6]([O:12][CH3:13])[CH:7]=1)=[O:10]. (2) Given the reactants [Si]([O:8][CH2:9][CH2:10][CH2:11][CH2:12][C:13]1[CH:14]=[C:15]([NH:19][C:20]([NH2:22])=[O:21])[CH:16]=[CH:17][CH:18]=1)(C(C)(C)C)(C)C.FC(F)(F)C(O)=O, predict the reaction product. The product is: [OH:8][CH2:9][CH2:10][CH2:11][CH2:12][C:13]1[CH:14]=[C:15]([NH:19][C:20]([NH2:22])=[O:21])[CH:16]=[CH:17][CH:18]=1. (3) Given the reactants [OH-].[Na+].[F:3][C:4]([F:23])([F:22])[C:5]([C:8]1[CH:9]=[C:10]2[C:15](=[CH:16][CH:17]=1)[CH:14]=[C:13]([C:18]([O:20]C)=[O:19])[CH:12]=[CH:11]2)([OH:7])[CH3:6].Cl, predict the reaction product. The product is: [F:3][C:4]([F:22])([F:23])[C:5]([C:8]1[CH:9]=[C:10]2[C:15](=[CH:16][CH:17]=1)[CH:14]=[C:13]([C:18]([OH:20])=[O:19])[CH:12]=[CH:11]2)([OH:7])[CH3:6]. (4) Given the reactants [OH:1][C:2]1[CH:7]=[CH:6][C:5]([C:8]2[CH:13]=[CH:12][C:11]([CH:14]=[O:15])=[CH:10][CH:9]=2)=[CH:4][CH:3]=1.C([O-])([O-])=O.[Cs+].[Cs+].CS(O[CH:27]1[CH2:32][CH2:31][CH:30]([C:33]([F:36])([F:35])[F:34])[CH2:29][CH2:28]1)(=O)=O, predict the reaction product. The product is: [F:34][C:33]([F:36])([F:35])[CH:30]1[CH2:31][CH2:32][CH:27]([O:1][C:2]2[CH:3]=[CH:4][C:5]([C:8]3[CH:13]=[CH:12][C:11]([CH:14]=[O:15])=[CH:10][CH:9]=3)=[CH:6][CH:7]=2)[CH2:28][CH2:29]1. (5) Given the reactants [NH2:1][C:2]1[CH:27]=[CH:26][C:5]([O:6][C:7]2[CH:22]=[CH:21][C:10]([C:11]([NH:13][C:14]3[CH:19]=[CH:18][C:17]([Br:20])=[CH:16][CH:15]=3)=[O:12])=[CH:9][C:8]=2[N+:23]([O-:25])=[O:24])=[CH:4][CH:3]=1.[CH3:28][S:29](Cl)(=[O:31])=[O:30], predict the reaction product. The product is: [Br:20][C:17]1[CH:18]=[CH:19][C:14]([NH:13][C:11](=[O:12])[C:10]2[CH:21]=[CH:22][C:7]([O:6][C:5]3[CH:26]=[CH:27][C:2]([NH:1][S:29]([CH3:28])(=[O:31])=[O:30])=[CH:3][CH:4]=3)=[C:8]([N+:23]([O-:25])=[O:24])[CH:9]=2)=[CH:15][CH:16]=1. (6) Given the reactants Cl[C:2]([O:4][CH2:5][CH2:6][CH2:7][CH3:8])=[O:3].[CH2:9]([CH2:11][NH2:12])[OH:10].[CH2:13](N(CC)CC)C.[C:20]([O:23][CH2:24][CH3:25])(=[O:22])[CH3:21], predict the reaction product. The product is: [OH:10][CH2:9][CH2:11][NH:12][C:2](=[O:3])[O:4][CH2:5][C:6]1[CH:7]=[CH:8][C:24]([O:23][C:20](=[O:22])[CH3:21])=[CH:25][CH:13]=1. (7) Given the reactants C([O-])([O-])=O.[Cs+].[Cs+].Br[CH2:8][C:9]1[CH:18]=[C:17]2[C:12]([C:13]([C:22]3[CH:27]=[CH:26][C:25]([F:28])=[CH:24][CH:23]=3)=[CH:14][C:15]([C:19]([NH2:21])=[O:20])=[N:16]2)=[CH:11][CH:10]=1.[N:29]1[C:33]2[CH:34]=[CH:35][CH:36]=[CH:37][C:32]=2[NH:31][CH:30]=1, predict the reaction product. The product is: [N:29]1([CH2:8][C:9]2[CH:18]=[C:17]3[C:12]([C:13]([C:22]4[CH:27]=[CH:26][C:25]([F:28])=[CH:24][CH:23]=4)=[CH:14][C:15]([C:19]([NH2:21])=[O:20])=[N:16]3)=[CH:11][CH:10]=2)[C:33]2[CH:34]=[CH:35][CH:36]=[CH:37][C:32]=2[N:31]=[CH:30]1. (8) The product is: [OH:21][N:20]=[C:15]([N:12]1[CH2:11][CH2:10][N:9]([C:5]2[CH:6]=[CH:7][CH:8]=[C:3]([C:2]([F:18])([F:1])[F:17])[CH:4]=2)[CH2:14][CH2:13]1)[NH2:16]. Given the reactants [F:1][C:2]([F:18])([F:17])[C:3]1[CH:4]=[C:5]([N:9]2[CH2:14][CH2:13][N:12]([C:15]#[N:16])[CH2:11][CH2:10]2)[CH:6]=[CH:7][CH:8]=1.Cl.[NH2:20][OH:21].C(N(CC)CC)C, predict the reaction product. (9) Given the reactants CC(C)=O.[CH3:5][O:6][C:7]1[CH:8]=[CH:9][CH:10]=[CH:11][C:12]=1[O:13][CH2:14][CH2:15][NH:16][CH2:17][CH:18]([OH:34])[CH2:19][O:20][C:21]1[CH:22]=[CH:23][CH:24]=[C:25]2[NH:33][C:32]3[CH:31]=[CH:30][CH:29]=[CH:28][C:27]=3[C:26]=12.[C:35]([OH:42])(=[O:41])/[CH:36]=[CH:37]\[C:38]([OH:40])=[O:39], predict the reaction product. The product is: [CH3:5][O:6][C:7]1[CH:8]=[CH:9][CH:10]=[CH:11][C:12]=1[O:13][CH2:14][CH2:15][NH:16][CH2:17][CH:18]([OH:34])[CH2:19][O:20][C:21]1[CH:22]=[CH:23][CH:24]=[C:25]2[NH:33][C:32]3[CH:31]=[CH:30][CH:29]=[CH:28][C:27]=3[C:26]=12.[C:35]([O-:42])(=[O:41])/[CH:36]=[CH:37]\[C:38]([O-:40])=[O:39]. (10) Given the reactants Cl[C:2]1[CH:3]=[C:4]([CH:23]=[CH:24][C:25]=1Cl)[O:5][CH:6]1[CH2:11][CH2:10][N:9]([S:12]([C:15]2[C:16]([CH3:22])=[N:17][N:18]([CH3:21])[C:19]=2[CH3:20])(=[O:14])=[O:13])[CH2:8][CH2:7]1.CN1C(C)=C(S(Cl)(=O)=O)C(C)=N1.Cl.O(C1CCNCC1)C1C=CC=CC=1, predict the reaction product. The product is: [O:5]([CH:6]1[CH2:11][CH2:10][N:9]([S:12]([C:15]2[C:16]([CH3:22])=[N:17][N:18]([CH3:21])[C:19]=2[CH3:20])(=[O:14])=[O:13])[CH2:8][CH2:7]1)[C:4]1[CH:3]=[CH:2][CH:25]=[CH:24][CH:23]=1.